This data is from Full USPTO retrosynthesis dataset with 1.9M reactions from patents (1976-2016). The task is: Predict the reactants needed to synthesize the given product. (1) The reactants are: [CH:1]1([CH2:7][N:8]2[C:12]([CH3:13])=[C:11]([C:14](=[O:20])[NH:15][CH:16]3[CH2:19][O:18][CH2:17]3)[CH:10]=[C:9]2[C:21]2[CH:22]=[C:23]([CH:28]=[C:29]([C:31]([F:34])([F:33])[F:32])[CH:30]=2)[C:24]([O:26]C)=[O:25])[CH2:6][CH2:5][CH2:4][CH2:3][CH2:2]1.O[Li].O.Cl. Given the product [CH:1]1([CH2:7][N:8]2[C:12]([CH3:13])=[C:11]([C:14](=[O:20])[NH:15][CH:16]3[CH2:17][O:18][CH2:19]3)[CH:10]=[C:9]2[C:21]2[CH:22]=[C:23]([CH:28]=[C:29]([C:31]([F:33])([F:34])[F:32])[CH:30]=2)[C:24]([OH:26])=[O:25])[CH2:6][CH2:5][CH2:4][CH2:3][CH2:2]1, predict the reactants needed to synthesize it. (2) The reactants are: [H-].[Al+3].[Li+].[H-].[H-].[H-].[CH2:7]([N:14]1[CH2:19][CH2:18][CH:17]([CH2:20][C:21]([CH3:28])([CH3:27])[C:22](OCC)=[O:23])[CH2:16][CH2:15]1)[C:8]1[CH:13]=[CH:12][CH:11]=[CH:10][CH:9]=1.O. Given the product [CH2:7]([N:14]1[CH2:19][CH2:18][CH:17]([CH2:20][C:21]([CH3:28])([CH3:27])[CH2:22][OH:23])[CH2:16][CH2:15]1)[C:8]1[CH:13]=[CH:12][CH:11]=[CH:10][CH:9]=1, predict the reactants needed to synthesize it. (3) Given the product [NH2:1][C:2]1[N:10]=[C:9]2[C:5]([N:6]=[CH:7][N:8]2[CH2:11][CH2:12][Br:15])=[CH:4][N:3]=1, predict the reactants needed to synthesize it. The reactants are: [NH2:1][C:2]1[N:10]=[C:9]2[C:5]([N:6]=[CH:7][N:8]2[CH2:11][CH2:12]O)=[CH:4][N:3]=1.C(Br)(Br)(Br)[Br:15].C1(P(C2C=CC=CC=2)C2C=CC=CC=2)C=CC=CC=1.O. (4) Given the product [C:1]([O:5][C:6]([N:8]1[CH2:15][CH2:14][C:11]([CH2:12][NH2:16])([OH:13])[CH2:10][CH2:9]1)=[O:7])([CH3:4])([CH3:3])[CH3:2], predict the reactants needed to synthesize it. The reactants are: [C:1]([O:5][C:6]([N:8]1[CH2:15][CH2:14][C:11]2([O:13][CH2:12]2)[CH2:10][CH2:9]1)=[O:7])([CH3:4])([CH3:3])[CH3:2].[NH4+:16].[OH-]. (5) Given the product [F:1][C:2]1[CH:7]=[CH:6][C:5]([C:8]2[C:12]([C:13]3[N:14]=[CH:15][N:16]([C:23]4[CH:28]=[CH:27][C:26]([C:29]([F:32])([F:31])[F:30])=[CH:25][CH:24]=4)[CH:17]=3)=[C:11]([C:18]([F:21])([F:19])[F:20])[O:10][N:9]=2)=[CH:4][CH:3]=1, predict the reactants needed to synthesize it. The reactants are: [F:1][C:2]1[CH:7]=[CH:6][C:5]([C:8]2[C:12]([C:13]3[N:14]=[CH:15][NH:16][CH:17]=3)=[C:11]([C:18]([F:21])([F:20])[F:19])[O:10][N:9]=2)=[CH:4][CH:3]=1.F[C:23]1[CH:28]=[CH:27][C:26]([C:29]([F:32])([F:31])[F:30])=[CH:25][CH:24]=1. (6) Given the product [CH:18]1([N:5]([CH2:4][C:3]2[CH:21]=[CH:22][CH:23]=[CH:24][C:2]=2[C:34]2[S:35][CH:36]=[C:32]([CH3:31])[CH:33]=2)[C:6]([C:8]2[C:9]([CH:15]([F:17])[F:16])=[N:10][N:11]([CH3:14])[C:12]=2[F:13])=[O:7])[CH2:20][CH2:19]1, predict the reactants needed to synthesize it. The reactants are: Br[C:2]1[CH:24]=[CH:23][CH:22]=[CH:21][C:3]=1[CH2:4][N:5]([CH:18]1[CH2:20][CH2:19]1)[C:6]([C:8]1[C:9]([CH:15]([F:17])[F:16])=[N:10][N:11]([CH3:14])[C:12]=1[F:13])=[O:7].C(=O)([O-])[O-].[K+].[K+].[CH3:31][C:32]1[CH:33]=[C:34](B(O)O)[S:35][CH:36]=1.